Dataset: Reaction yield outcomes from USPTO patents with 853,638 reactions. Task: Predict the reaction yield, written as a fraction of the theoretical maximum amount of product (1.0 means a 100% yield; for example, 0.34 means a 34% yield). (1) The reactants are [C:1]([CH:4]1[CH2:9][CH2:8][N:7]([C:10]([O:12][C:13]([CH3:16])([CH3:15])[CH3:14])=[O:11])[CH2:6][CH2:5]1)(=[S:3])[NH2:2].Br[CH2:18][C:19](=O)[C:20]([O:22][CH2:23][CH3:24])=[O:21].C(N(CC)CC)C. The catalyst is C(O)C. The product is [C:13]([O:12][C:10]([N:7]1[CH2:8][CH2:9][CH:4]([C:1]2[S:3][CH:18]=[C:19]([C:20]([O:22][CH2:23][CH3:24])=[O:21])[N:2]=2)[CH2:5][CH2:6]1)=[O:11])([CH3:16])([CH3:15])[CH3:14]. The yield is 0.742. (2) The product is [CH3:20][C@H:7]1[CH2:8][N:9]([S:10]([C:13]2[CH:19]=[CH:18][C:16]([CH3:17])=[CH:15][CH:14]=2)(=[O:12])=[O:11])[C:4]2[CH:3]=[C:2]([C:33]3[CH:34]=[CH:35][C:30]([S:27]([CH3:26])(=[O:29])=[O:28])=[CH:31][CH:32]=3)[N:25]=[CH:24][C:5]=2[N:6]1[C:21](=[O:23])[CH3:22]. The yield is 0.510. The reactants are Br[C:2]1[N:25]=[CH:24][C:5]2[N:6]([C:21](=[O:23])[CH3:22])[C@@H:7]([CH3:20])[CH2:8][N:9]([S:10]([C:13]3[CH:19]=[CH:18][C:16]([CH3:17])=[CH:15][CH:14]=3)(=[O:12])=[O:11])[C:4]=2[CH:3]=1.[CH3:26][S:27]([C:30]1[CH:35]=[CH:34][C:33](B(O)O)=[CH:32][CH:31]=1)(=[O:29])=[O:28].C1(P(C2CCCCC2)C2C=CC=CC=2C2C(C(C)C)=CC(C(C)C)=CC=2C(C)C)CCCCC1.C(=O)([O-])[O-].[Cs+].[Cs+]. The catalyst is O1CCOCC1.O.C1C=CC(/C=C/C(/C=C/C2C=CC=CC=2)=O)=CC=1.C1C=CC(/C=C/C(/C=C/C2C=CC=CC=2)=O)=CC=1.C1C=CC(/C=C/C(/C=C/C2C=CC=CC=2)=O)=CC=1.[Pd].[Pd]. (3) The reactants are [Br:1][C:2]1[C:3]([O:11][C:12]2[CH:17]=[CH:16][C:15]([NH2:18])=[CH:14][C:13]=2[F:19])=[C:4]2[S:10][CH:9]=[CH:8][C:5]2=[N:6][CH:7]=1.N1C2=C(OC3C=CC(N[C:37]([NH:39][C:40](=[O:48])[CH2:41][C:42]4[CH:47]=[CH:46][CH:45]=[CH:44][CH:43]=4)=[S:38])=CC=3F)N=CC=C2C=C1. No catalyst specified. The product is [Br:1][C:2]1[C:3]([O:11][C:12]2[CH:17]=[CH:16][C:15]([NH:18][C:37]([NH:39][C:40](=[O:48])[CH2:41][C:42]3[CH:43]=[CH:44][CH:45]=[CH:46][CH:47]=3)=[S:38])=[CH:14][C:13]=2[F:19])=[C:4]2[S:10][CH:9]=[CH:8][C:5]2=[N:6][CH:7]=1. The yield is 0.990. (4) The reactants are Cl[C:2]1[C:11]([CH2:12][OH:13])=[CH:10][C:9]2[C:4](=[CH:5][CH:6]=[CH:7][CH:8]=2)[N:3]=1.[O-]P([O-])([O-])=O.[K+].[K+].[K+].C1C=CC(P(C2C=CC=CC=2)C2C=CC=CC=2)=CC=1.[C:41]1([CH3:50])[CH:46]=[CH:45][CH:44]=[CH:43][C:42]=1B(O)O. The catalyst is O.CC([O-])=O.CC([O-])=O.[Pd+2]. The product is [CH3:50][C:41]1[CH:46]=[CH:45][CH:44]=[CH:43][C:42]=1[C:2]1[C:11]([CH2:12][OH:13])=[CH:10][C:9]2[C:4](=[CH:5][CH:6]=[CH:7][CH:8]=2)[N:3]=1. The yield is 0.370. (5) The reactants are [NH:1]1[CH:5]=[C:4]([C:6]2[C:7]([NH2:12])=[N:8][CH:9]=[CH:10][CH:11]=2)[CH:3]=[N:2]1.O1CCCC1.[H-].[Na+].[Br:20][C:21]1[CH:28]=[CH:27][C:24]([CH2:25]Br)=[CH:23][CH:22]=1. The catalyst is O.CN(C)C=O. The product is [Br:20][C:21]1[CH:28]=[CH:27][C:24]([CH2:25][N:1]2[CH:5]=[C:4]([C:6]3[C:7]([NH2:12])=[N:8][CH:9]=[CH:10][CH:11]=3)[CH:3]=[N:2]2)=[CH:23][CH:22]=1. The yield is 0.860. (6) The reactants are [OH:1][C:2]1[CH:3]=[C:4]2[C:9](=[CH:10][CH:11]=1)[CH:8]=[C:7]([C:12]1[NH:13][C:14]3[C:19]([C:20]=1[CH2:21][CH2:22][CH2:23][CH2:24][CH3:25])=[CH:18][CH:17]=[CH:16][CH:15]=3)[CH:6]=[CH:5]2.CC([O-])=O.[K+].[Br:31]Br. The catalyst is CC(O)=O.O. The product is [Br:31][C:3]1[C:2]([OH:1])=[CH:11][CH:10]=[C:9]2[C:4]=1[CH:5]=[CH:6][C:7]([C:12]1[NH:13][C:14]3[C:19]([C:20]=1[CH2:21][CH2:22][CH2:23][CH2:24][CH3:25])=[CH:18][CH:17]=[CH:16][CH:15]=3)=[CH:8]2. The yield is 0.500. (7) The reactants are [OH-:1].[Na+].[CH3:3][CH:4]([CH3:10])[C:5](=O)[CH2:6][C:7]#[N:8].S(O)(O)(=O)=O.[NH2:16]O. The catalyst is O.C(O)C. The product is [CH:4]([C:5]1[CH:6]=[C:7]([NH2:8])[O:1][N:16]=1)([CH3:10])[CH3:3]. The yield is 0.780. (8) The reactants are [N:1]1[CH:6]=[CH:5][CH:4]=[CH:3][C:2]=1[N:7]1[CH2:12][CH2:11][NH:10][CH2:9][CH2:8]1.[F:13][C:14]1[CH:23]=[CH:22][C:21]([O:24][CH2:25][CH2:26][CH3:27])=[C:20]2[C:15]=1[C:16](=[O:38])[C:17]([C:30]1[CH:35]=[CH:34][C:33]([O:36][CH3:37])=[CH:32][CH:31]=1)=[C:18]([CH:28]=O)[NH:19]2.C(O[BH-](OC(=O)C)OC(=O)C)(=O)C.[Na+]. The catalyst is ClCCl. The product is [F:13][C:14]1[CH:23]=[CH:22][C:21]([O:24][CH2:25][CH2:26][CH3:27])=[C:20]2[C:15]=1[C:16](=[O:38])[C:17]([C:30]1[CH:31]=[CH:32][C:33]([O:36][CH3:37])=[CH:34][CH:35]=1)=[C:18]([CH2:28][N:10]1[CH2:9][CH2:8][N:7]([C:2]3[CH:3]=[CH:4][CH:5]=[CH:6][N:1]=3)[CH2:12][CH2:11]1)[NH:19]2. The yield is 0.350.